Dataset: Reaction yield outcomes from USPTO patents with 853,638 reactions. Task: Predict the reaction yield, written as a fraction of the theoretical maximum amount of product (1.0 means a 100% yield; for example, 0.34 means a 34% yield). (1) The reactants are Cl.Cl.[NH2:3][C@@H:4]1[CH:9]2[CH2:10][CH2:11][N:6]([CH2:7][CH2:8]2)[CH2:5]1.[H-].[Na+].[F:14][C:15]1[CH:20]=[CH:19][C:18]([N:21]2[C:29]3[CH:28]=[CH:27][CH:26]=[C:25]([C:30]([O:32][CH3:33])=[O:31])[C:24]=3[C:23]([CH:34]=O)=[N:22]2)=[CH:17][CH:16]=1.C(O[BH-](OC(=O)C)OC(=O)C)(=O)C.[Na+]. The catalyst is ClCCl.C(O)(=O)C. The product is [F:14][C:15]1[CH:16]=[CH:17][C:18]([N:21]2[C:29]3[CH:28]=[CH:27][CH:26]=[C:25]([C:30]([O:32][CH3:33])=[O:31])[C:24]=3[C:23]([CH2:34][NH:3][C@@H:4]3[CH:9]4[CH2:10][CH2:11][N:6]([CH2:7][CH2:8]4)[CH2:5]3)=[N:22]2)=[CH:19][CH:20]=1. The yield is 0.800. (2) The reactants are C(OC[O:5][C:6]1[CH:11]=[CH:10][C:9]([O:12][CH3:13])=[C:8]([O:14]COCC)[C:7]=1[CH3:19])C.Cl.O. The catalyst is CO. The product is [CH3:13][O:12][C:9]1[CH:10]=[CH:11][C:6]([OH:5])=[C:7]([CH3:19])[C:8]=1[OH:14]. The yield is 0.980. (3) The reactants are [CH2:1]([CH:7]([CH2:47][CH2:48][CH2:49][CH2:50][CH2:51][CH2:52][CH2:53][CH3:54])[CH2:8][C:9]1[S:13][C:12]([C:14]2[C:25]3[S:24][CH:23]=[CH:22][C:21]=3[C:20]([C:26]3[S:27][C:28]([CH2:31][CH:32]([CH2:41][CH2:42][CH2:43][CH2:44][CH2:45][CH3:46])[CH2:33][CH2:34][CH2:35][CH2:36][CH2:37][CH2:38][CH2:39][CH3:40])=[CH:29][CH:30]=3)=[C:19]3[C:15]=2[CH:16]=[CH:17][S:18]3)=[CH:11][CH:10]=1)[CH2:2][CH2:3][CH2:4][CH2:5][CH3:6].C1COCC1.C([Li])CCC.[CH3:65][Sn:66](Cl)([CH3:68])[CH3:67]. The catalyst is CCCCCC. The product is [CH2:41]([CH:32]([CH2:33][CH2:34][CH2:35][CH2:36][CH2:37][CH2:38][CH2:39][CH3:40])[CH2:31][C:28]1[S:27][C:26]([C:20]2[C:19]3[S:18][C:17]([Sn:66]([CH3:68])([CH3:67])[CH3:65])=[CH:16][C:15]=3[C:14]([C:12]3[S:13][C:9]([CH2:8][CH:7]([CH2:1][CH2:2][CH2:3][CH2:4][CH2:5][CH3:6])[CH2:47][CH2:48][CH2:49][CH2:50][CH2:51][CH2:52][CH2:53][CH3:54])=[CH:10][CH:11]=3)=[C:25]3[C:21]=2[CH:22]=[C:23]([Sn:66]([CH3:68])([CH3:67])[CH3:65])[S:24]3)=[CH:30][CH:29]=1)[CH2:42][CH2:43][CH2:44][CH2:45][CH3:46]. The yield is 0.760. (4) The reactants are [F:1][CH:2]([F:24])[O:3][C:4]1[CH:5]=[C:6]([N:10]2[CH:15]=[CH:14][C:13](=[O:16])[C:12]([C:17](=O)/[CH:18]=[CH:19]/[N:20](C)C)=[N:11]2)[CH:7]=[CH:8][CH:9]=1.[F:25][C:26]1[CH:27]=[C:28]([NH:32]N)[CH:29]=[CH:30][CH:31]=1.N([O-])=O.[Na+].[Sn](Cl)Cl. No catalyst specified. The product is [F:1][CH:2]([F:24])[O:3][C:4]1[CH:5]=[C:6]([N:10]2[CH:15]=[CH:14][C:13](=[O:16])[C:12]([C:17]3[N:32]([C:28]4[CH:29]=[CH:30][CH:31]=[C:26]([F:25])[CH:27]=4)[N:20]=[CH:19][CH:18]=3)=[N:11]2)[CH:7]=[CH:8][CH:9]=1. The yield is 0.370. (5) The reactants are [CH2:1]([C:3]([C:14]1[CH:19]=[CH:18][C:17]([O:20]S(C(F)(F)F)(=O)=O)=[C:16]([CH3:28])[CH:15]=1)([C:6]1[CH:11]=[CH:10][C:9](O)=[C:8]([CH3:13])[CH:7]=1)[CH2:4][CH3:5])[CH3:2].C([O-])(O)=O.[Na+].[Li+].[Br-].C1C=CC(P(C2C=CC=CC=2)CCCP(C2C=CC=CC=2)C2C=CC=CC=2)=CC=1.[CH3:65][O:66][C:67](=[O:70])[CH:68]=[CH2:69]. The catalyst is CN(C=O)C.Cl[Pd](Cl)([P](C1C=CC=CC=1)(C1C=CC=CC=1)C1C=CC=CC=1)[P](C1C=CC=CC=1)(C1C=CC=CC=1)C1C=CC=CC=1.C(OCC)(=O)C. The product is [CH3:65][O:66][C:67](=[O:70])/[CH:68]=[CH:69]/[C:9]1[CH:10]=[CH:11][C:6]([C:3]([CH2:4][CH3:5])([C:14]2[CH:19]=[CH:18][C:17]([OH:20])=[C:16]([CH3:28])[CH:15]=2)[CH2:1][CH3:2])=[CH:7][C:8]=1[CH3:13]. The yield is 0.0900.